Dataset: Tyrosyl-DNA phosphodiesterase HTS with 341,365 compounds. Task: Binary Classification. Given a drug SMILES string, predict its activity (active/inactive) in a high-throughput screening assay against a specified biological target. (1) The molecule is S(CC(=O)Nc1noc(c1)C)c1oc(nn1)COc1ccccc1. The result is 0 (inactive). (2) The result is 0 (inactive). The drug is O=C(NCCc1c2c([nH]c1)cccc2)Cn1c2c(c(c1C)C#N)cccc2. (3) The compound is Brc1c(Oc2c(/[nH]c(nc2)N)=C2/C(=O)C=C(OCC)C=C2)cccc1. The result is 0 (inactive).